From a dataset of Forward reaction prediction with 1.9M reactions from USPTO patents (1976-2016). Predict the product of the given reaction. (1) Given the reactants [NH2:1][C:2]1[N:7]2[N:8]=[CH:9][C:10]([C:11](O)=[O:12])=[C:6]2[N:5]=[CH:4][C:3]=1[C:14]1[CH:19]=[CH:18][C:17]([N+:20]([O-:22])=[O:21])=[CH:16][C:15]=1[CH3:23].[CH3:24][N:25]([CH3:31])[CH:26]1[CH2:30][CH2:29][NH:28][CH2:27]1.CCN(CC)CC.CCOC(C)=O, predict the reaction product. The product is: [NH2:1][C:2]1[N:7]2[N:8]=[CH:9][C:10]([C:11]([N:28]3[CH2:29][CH2:30][CH:26]([N:25]([CH3:31])[CH3:24])[CH2:27]3)=[O:12])=[C:6]2[N:5]=[CH:4][C:3]=1[C:14]1[CH:19]=[CH:18][C:17]([N+:20]([O-:22])=[O:21])=[CH:16][C:15]=1[CH3:23]. (2) Given the reactants [Cl:1][C:2]1[CH:7]=[C:6]([C:8]([F:11])([F:10])[F:9])[CH:5]=[CH:4][C:3]=1[N:12]1[C:21]2[C:16](=[CH:17][C:18]([S:22]([N:25]([CH2:31][C:32]3[CH:37]=[CH:36][C:35]([O:38][CH3:39])=[CH:34][C:33]=3[O:40][CH3:41])[C:26]3[S:30][N:29]=[CH:28][N:27]=3)(=[O:24])=[O:23])=[CH:19][CH:20]=2)[NH:15][CH2:14][CH2:13]1.[H-].[Na+].I[CH3:45], predict the reaction product. The product is: [Cl:1][C:2]1[CH:7]=[C:6]([C:8]([F:10])([F:9])[F:11])[CH:5]=[CH:4][C:3]=1[N:12]1[C:21]2[C:16](=[CH:17][C:18]([S:22]([N:25]([CH2:31][C:32]3[CH:37]=[CH:36][C:35]([O:38][CH3:39])=[CH:34][C:33]=3[O:40][CH3:41])[C:26]3[S:30][N:29]=[CH:28][N:27]=3)(=[O:24])=[O:23])=[CH:19][CH:20]=2)[N:15]([CH3:45])[CH2:14][CH2:13]1. (3) Given the reactants CN(C(ON1N=NC2C=CC=NC1=2)=[N+](C)C)C.F[P-](F)(F)(F)(F)F.[C:25]([O:29][C:30]([N:32]1[C:36]([CH3:38])([CH3:37])[CH2:35][CH2:34][C@H:33]1[C:39]([OH:41])=O)=[O:31])([CH3:28])([CH3:27])[CH3:26].[F:42][C:43]([F:59])([F:58])[C:44]1[N:49]=[CH:48][C:47]([C:50]2[N:55]=[CH:54][N:53]=[C:52]([CH2:56][NH2:57])[CH:51]=2)=[CH:46][CH:45]=1.CCN(C(C)C)C(C)C, predict the reaction product. The product is: [CH3:38][C:36]1([CH3:37])[CH2:35][CH2:34][C@@H:33]([C:39](=[O:41])[NH:57][CH2:56][C:52]2[CH:51]=[C:50]([C:47]3[CH:48]=[N:49][C:44]([C:43]([F:59])([F:58])[F:42])=[CH:45][CH:46]=3)[N:55]=[CH:54][N:53]=2)[N:32]1[C:30]([O:29][C:25]([CH3:26])([CH3:27])[CH3:28])=[O:31]. (4) Given the reactants [OH:1][C:2]1[CH:10]=[CH:9][C:8]2[N:7]3[C@@H:11]([CH3:16])[CH2:12][NH:13][C:14](=[O:15])[C:6]3=[CH:5][C:4]=2[CH:3]=1.[CH:17]([N:20]1[CH2:25][CH2:24][CH:23](O)[CH2:22][CH2:21]1)([CH3:19])[CH3:18].C1(P(C2C=CC=CC=2)C2C=CC=CC=2)C=CC=CC=1.C(OC(N=NC(OC(C)(C)C)=O)=O)(C)(C)C, predict the reaction product. The product is: [CH:17]([N:20]1[CH2:25][CH2:24][CH:23]([O:1][C:2]2[CH:10]=[CH:9][C:8]3[N:7]4[C@@H:11]([CH3:16])[CH2:12][NH:13][C:14](=[O:15])[C:6]4=[CH:5][C:4]=3[CH:3]=2)[CH2:22][CH2:21]1)([CH3:19])[CH3:18]. (5) Given the reactants [O:1]=[C:2]1[CH2:7][CH:6]([C:8]([O:10][CH2:11][CH3:12])=[O:9])[CH2:5][CH2:4][N:3]1C(OC(C)(C)C)=O.Cl, predict the reaction product. The product is: [O:1]=[C:2]1[CH2:7][CH:6]([C:8]([O:10][CH2:11][CH3:12])=[O:9])[CH2:5][CH2:4][NH:3]1. (6) The product is: [C:1]([N:5]1[CH2:10][CH2:9][C@@H:8]([C:11]([N:43]2[CH2:48][CH2:47][N:46]([CH:25]([CH:33]3[CH2:32][CH2:31][CH2:30][CH2:29][CH2:34]3)[CH2:24][N:23]([CH2:39][CH3:40])[CH2:28][CH3:27])[CH2:45][CH2:44]2)=[O:12])[C@H:7]([C:14]2[CH:19]=[CH:18][C:17]([F:20])=[CH:16][C:15]=2[F:21])[CH2:6]1)([CH3:2])([CH3:4])[CH3:3]. Given the reactants [C:1]([N:5]1[CH2:10][CH2:9][C@@H:8]([C:11](O)=[O:12])[C@@H:7]([C:14]2[CH:19]=[CH:18][C:17]([F:20])=[CH:16][C:15]=2[F:21])[CH2:6]1)([CH3:4])([CH3:3])[CH3:2].C[N:23]1[CH2:28][CH2:27]O[CH2:25][CH2:24]1.[CH:29]1[CH:30]=[CH:31][C:32]2N(O)N=N[C:33]=2[CH:34]=1.[CH2:39](Cl)[CH2:40]Cl.[NH:43]1[CH2:48][CH2:47][NH:46][CH2:45][CH2:44]1.Cl, predict the reaction product.